The task is: Predict the product of the given reaction.. This data is from Forward reaction prediction with 1.9M reactions from USPTO patents (1976-2016). (1) Given the reactants [Br:1]N1C(=O)CCC1=O.[CH2:9]([N:13]1[C:17]([CH2:18][OH:19])=[CH:16][N:15]=[C:14]1[C:20]1[CH:25]=[CH:24][CH:23]=[CH:22][CH:21]=1)[CH2:10][CH2:11][CH3:12].O, predict the reaction product. The product is: [CH2:9]([N:13]1[C:17]([CH2:18][OH:19])=[C:16]([Br:1])[N:15]=[C:14]1[C:20]1[CH:21]=[CH:22][CH:23]=[CH:24][CH:25]=1)[CH2:10][CH2:11][CH3:12]. (2) Given the reactants [CH3:1][O:2][C:3]1[N:8]=[C:7]2[CH:9]=[C:10]([C:12]([NH2:14])=[O:13])[NH:11][C:6]2=[CH:5][CH:4]=1.[CH3:15][O:16][C:17]1[CH:18]=[C:19]([S:23][S:23][C:19]2[CH:20]=[CH:21][CH:22]=[C:17]([O:16][CH3:15])[CH:18]=2)[CH:20]=[CH:21][CH:22]=1, predict the reaction product. The product is: [CH3:15][O:16][C:17]1[CH:18]=[C:19]([S:23][C:9]2[C:7]3=[N:8][C:3]([O:2][CH3:1])=[CH:4][CH:5]=[C:6]3[NH:11][C:10]=2[C:12]([NH2:14])=[O:13])[CH:20]=[CH:21][CH:22]=1. (3) Given the reactants [OH:1][CH:2]([C:6]1[CH:11]=[CH:10][CH:9]=[CH:8][CH:7]=1)[C:3]([OH:5])=O.C[Si](Cl)(C)C.C(Cl)(=O)C(Cl)=O.[CH2:23]([NH2:25])[CH3:24].C(O)(=O)CC(CC(O)=O)(C(O)=O)O, predict the reaction product. The product is: [CH2:23]([NH:25][C:3](=[O:5])[CH:2]([OH:1])[C:6]1[CH:11]=[CH:10][CH:9]=[CH:8][CH:7]=1)[CH3:24].